From a dataset of Forward reaction prediction with 1.9M reactions from USPTO patents (1976-2016). Predict the product of the given reaction. (1) Given the reactants [CH3:1][C:2]1([C:16]([O:18][CH3:19])=[O:17])[CH2:6][C:5](=[O:7])[N:4]([C@@H:8]([C:10]2[CH:15]=[CH:14][CH:13]=[CH:12][CH:11]=2)[CH3:9])[CH2:3]1.[CH:20]([N-]C(C)C)(C)[CH3:21].[Li+].C(C1C=CC=CC=1)C.C(I)C, predict the reaction product. The product is: [CH2:20]([CH:6]1[C:5](=[O:7])[N:4]([C@@H:8]([C:10]2[CH:15]=[CH:14][CH:13]=[CH:12][CH:11]=2)[CH3:9])[CH2:3][C:2]1([C:16]([O:18][CH3:19])=[O:17])[CH3:1])[CH3:21]. (2) Given the reactants [CH2:1]([N:5]1[CH:9]=[C:8]([C:10]2[CH:15]=[CH:14][C:13]([Cl:16])=[CH:12][C:11]=2[Cl:17])[N:7]=[C:6]1[C@@H:18]([NH:27][C:28]([C@H:30]1[CH2:35][CH2:34][C@H:33]([CH2:36][CH3:37])[CH2:32][CH2:31]1)=[O:29])[CH2:19][C:20]1[CH:25]=[CH:24][C:23]([OH:26])=[CH:22][CH:21]=1)[C:2]#[C:3][CH3:4].Br[CH2:39][C:40]1[CH:49]=[CH:48][C:43]([C:44]([O:46]C)=[O:45])=[CH:42][CH:41]=1, predict the reaction product. The product is: [CH2:1]([N:5]1[CH:9]=[C:8]([C:10]2[CH:15]=[CH:14][C:13]([Cl:16])=[CH:12][C:11]=2[Cl:17])[N:7]=[C:6]1[C@@H:18]([NH:27][C:28]([C@H:30]1[CH2:35][CH2:34][C@H:33]([CH2:36][CH3:37])[CH2:32][CH2:31]1)=[O:29])[CH2:19][C:20]1[CH:21]=[CH:22][C:23]([O:26][CH2:39][C:40]2[CH:49]=[CH:48][C:43]([C:44]([OH:46])=[O:45])=[CH:42][CH:41]=2)=[CH:24][CH:25]=1)[C:2]#[C:3][CH3:4]. (3) Given the reactants Br[C:2]1[C:11]2[C:6](=[CH:7][CH:8]=[CH:9][C:10]=2[Br:12])[CH:5]=[CH:4][CH:3]=1.[CH:13]([C:15]1[CH:16]=[C:17](B(O)O)[CH:18]=[CH:19][C:20]=1[O:21][CH3:22])=[O:14].[O-]P([O-])([O-])=O.[K+].[K+].[K+], predict the reaction product. The product is: [CH:13]([C:15]1[CH:16]=[C:17]([C:2]2[C:11]3[C:6](=[CH:7][CH:8]=[CH:9][C:10]=3[Br:12])[CH:5]=[CH:4][CH:3]=2)[CH:18]=[CH:19][C:20]=1[O:21][CH3:22])=[O:14].